Dataset: Full USPTO retrosynthesis dataset with 1.9M reactions from patents (1976-2016). Task: Predict the reactants needed to synthesize the given product. (1) Given the product [CH2:1]([N:8]([CH2:9][CH2:10][CH2:11][NH2:12])[CH2:13][CH2:14][CH2:15][NH2:16])[C:2]1[CH:7]=[CH:6][CH:5]=[CH:4][CH:3]=1, predict the reactants needed to synthesize it. The reactants are: [CH2:1]([N:8]([CH2:13][CH2:14][C:15]#[N:16])[CH2:9][CH2:10][C:11]#[N:12])[C:2]1[CH:7]=[CH:6][CH:5]=[CH:4][CH:3]=1.[OH-].[Na+]. (2) Given the product [CH3:1][C:2]1[CH:7]=[C:6]([C:8]2[O:12][N:11]=[C:10]([C:13]3[CH:14]=[CH:15][C:16]([OH:23])=[C:17]([CH:22]=3)[C:18]([OH:20])=[O:19])[N:9]=2)[CH:5]=[CH:4][C:3]=1[C:24]1[CH:29]=[CH:28][CH:27]=[CH:26][C:25]=1[CH3:30], predict the reactants needed to synthesize it. The reactants are: [CH3:1][C:2]1[CH:7]=[C:6]([C:8]2[O:12][N:11]=[C:10]([C:13]3[CH:14]=[CH:15][C:16]([OH:23])=[C:17]([CH:22]=3)[C:18]([O:20]C)=[O:19])[N:9]=2)[CH:5]=[CH:4][C:3]=1[C:24]1[CH:29]=[CH:28][CH:27]=[CH:26][C:25]=1[CH3:30].[OH-].[Na+]. (3) Given the product [F:1][C:2]1[CH:7]=[CH:6][C:5]([NH:8][C:9](=[O:15])[O:10][C:11]([CH3:14])([CH3:13])[CH3:12])=[CH:4][C:3]=1[N:16]1[C:21]2[N:22]=[C:23]([S:26]([CH3:27])=[O:37])[N:24]=[CH:25][C:20]=2[CH:19]=[CH:18][C:17]1=[O:28], predict the reactants needed to synthesize it. The reactants are: [F:1][C:2]1[CH:7]=[CH:6][C:5]([NH:8][C:9](=[O:15])[O:10][C:11]([CH3:14])([CH3:13])[CH3:12])=[CH:4][C:3]=1[N:16]1[C:21]2[N:22]=[C:23]([S:26][CH3:27])[N:24]=[CH:25][C:20]=2[CH:19]=[CH:18][C:17]1=[O:28].C1C=C(Cl)C=C(C(OO)=[O:37])C=1.O.C([O-])([O-])=O.[Na+].[Na+]. (4) Given the product [CH:29]1([CH2:28][NH:27][C:4]([C:6]2[N:7]=[N:8][C:9]([NH:12][CH2:13][C:14]3[C:15]([C:20]4[CH:25]=[CH:24][CH:23]=[C:22]([F:26])[CH:21]=4)=[N:16][O:17][C:18]=3[CH3:19])=[CH:10][CH:11]=2)=[O:3])[CH2:31][CH2:30]1, predict the reactants needed to synthesize it. The reactants are: C([O:3][C:4]([C:6]1[N:7]=[N:8][C:9]([NH:12][CH2:13][C:14]2[C:15]([C:20]3[CH:25]=[CH:24][CH:23]=[C:22]([F:26])[CH:21]=3)=[N:16][O:17][C:18]=2[CH3:19])=[CH:10][CH:11]=1)=O)C.[NH2:27][CH2:28][CH:29]1[CH2:31][CH2:30]1. (5) Given the product [CH3:1][O:2][C:3](=[O:20])[C@@H:4]([O:17][CH2:18][CH3:19])[CH2:5][C:6]1[CH:11]=[CH:10][C:9]([O:12][CH2:22][C:23]2[N:24]=[C:25]([C:29]3[CH:34]=[CH:33][CH:32]=[CH:31][C:30]=3[F:35])[O:26][C:27]=2[CH3:28])=[CH:8][C:7]=1[C:13]([F:16])([F:14])[F:15], predict the reactants needed to synthesize it. The reactants are: [CH3:1][O:2][C:3](=[O:20])[C@@H:4]([O:17][CH2:18][CH3:19])[CH2:5][C:6]1[CH:11]=[CH:10][C:9]([OH:12])=[CH:8][C:7]=1[C:13]([F:16])([F:15])[F:14].Cl[CH2:22][C:23]1[N:24]=[C:25]([C:29]2[CH:34]=[CH:33][CH:32]=[CH:31][C:30]=2[F:35])[O:26][C:27]=1[CH3:28].FC1C=CC=CC=1C=O.O=P(Cl)(Cl)Cl.C(=O)([O-])[O-].[Cs+].[Cs+].[I-].[K+]. (6) The reactants are: [CH2:1]([NH:3][C:4]([NH:6][C:7]1[CH:12]=[CH:11][C:10]([C:13]2[N:14]=[C:15]([N:23]3[CH2:28][CH2:27][O:26][CH2:25][CH2:24]3)[C:16]3[CH2:22][CH2:21][NH:20][CH2:19][C:17]=3[N:18]=2)=[CH:9][CH:8]=1)=[O:5])[CH3:2].CN(C)C=O.[H-].[Na+].Cl[C:37]1[CH:42]=[C:41]([CH3:43])[N:40]=[CH:39][N:38]=1. Given the product [CH2:1]([NH:3][C:4]([NH:6][C:7]1[CH:8]=[CH:9][C:10]([C:13]2[N:14]=[C:15]([N:23]3[CH2:24][CH2:25][O:26][CH2:27][CH2:28]3)[C:16]3[CH2:22][CH2:21][N:20]([C:37]4[CH:42]=[C:41]([CH3:43])[N:40]=[CH:39][N:38]=4)[CH2:19][C:17]=3[N:18]=2)=[CH:11][CH:12]=1)=[O:5])[CH3:2], predict the reactants needed to synthesize it. (7) Given the product [OH:1][C:2]1[CH:9]=[CH:8][C:7]([C:10]([CH3:14])([CH2:12][CH3:13])[CH3:11])=[CH:6][C:3]=1[C:4]([OH:15])=[O:5], predict the reactants needed to synthesize it. The reactants are: [OH:1][C:2]1[CH:9]=[CH:8][C:7]([C:10]([CH3:14])([CH2:12][CH3:13])[CH3:11])=[CH:6][C:3]=1[CH:4]=[O:5].[OH:15]C1C=CC(C(F)(F)F)=CC=1C=O.